This data is from Peptide-MHC class I binding affinity with 185,985 pairs from IEDB/IMGT. The task is: Regression. Given a peptide amino acid sequence and an MHC pseudo amino acid sequence, predict their binding affinity value. This is MHC class I binding data. The peptide sequence is APRTVALTA. The MHC is HLA-A01:01 with pseudo-sequence HLA-A01:01. The binding affinity (normalized) is 0.0847.